From a dataset of Catalyst prediction with 721,799 reactions and 888 catalyst types from USPTO. Predict which catalyst facilitates the given reaction. (1) Reactant: C1C(=O)N([Br:8])C(=O)C1.[CH:9]1[C:18]2[C:17]3=[N:19][C:20]4[CH:25]=[CH:24][CH:23]=[CH:22][C:21]=4[N:16]3[CH:15]=[CH:14][C:13]=2[CH:12]=[CH:11][CH:10]=1. Product: [Br:8][C:23]1[CH:24]=[CH:25][C:20]2[N:19]=[C:17]3[C:18]4[CH:9]=[CH:10][CH:11]=[CH:12][C:13]=4[CH:14]=[CH:15][N:16]3[C:21]=2[CH:22]=1. The catalyst class is: 1. (2) Reactant: [Cl:1][C:2]1[CH:3]=[C:4]([C:9]([C:12]2[N:16]([C:17]3[CH:22]=[CH:21][C:20]([F:23])=[CH:19][CH:18]=3)[C:15]([CH2:24]O)=[N:14][CH:13]=2)([CH3:11])[CH3:10])[CH:5]=[CH:6][C:7]=1[Cl:8].S(Cl)([Cl:28])=O. Product: [Cl:28][CH2:24][C:15]1[N:16]([C:17]2[CH:22]=[CH:21][C:20]([F:23])=[CH:19][CH:18]=2)[C:12]([C:9]([C:4]2[CH:5]=[CH:6][C:7]([Cl:8])=[C:2]([Cl:1])[CH:3]=2)([CH3:11])[CH3:10])=[CH:13][N:14]=1. The catalyst class is: 23. (3) The catalyst class is: 27. Product: [CH2:20]([O:19][C:17]([C:16]1[C:3]([C:4]2[CH:9]=[CH:8][C:7]([F:10])=[CH:6][CH:5]=2)=[N:2][O:1][CH:15]=1)=[O:18])[CH3:21]. Reactant: [OH:1]/[N:2]=[C:3](\Cl)/[C:4]1[CH:9]=[CH:8][C:7]([F:10])=[CH:6][CH:5]=1.CN([CH:15]=[CH:16][C:17]([O:19][CH2:20][CH3:21])=[O:18])C.C(N(CC)CC)C. (4) Reactant: [C:1]([O:5][C:6]([N:8]1[CH2:12][CH:11]([O:13]CC2C=CC=CC=2)[CH2:10][CH:9]1[CH3:21])=[O:7])([CH3:4])([CH3:3])[CH3:2]. Product: [C:1]([O:5][C:6]([N:8]1[CH2:12][CH:11]([OH:13])[CH2:10][CH:9]1[CH3:21])=[O:7])([CH3:4])([CH3:2])[CH3:3]. The catalyst class is: 13.